This data is from NCI-60 drug combinations with 297,098 pairs across 59 cell lines. The task is: Regression. Given two drug SMILES strings and cell line genomic features, predict the synergy score measuring deviation from expected non-interaction effect. (1) Drug 1: CCC1=CC2CC(C3=C(CN(C2)C1)C4=CC=CC=C4N3)(C5=C(C=C6C(=C5)C78CCN9C7C(C=CC9)(C(C(C8N6C)(C(=O)OC)O)OC(=O)C)CC)OC)C(=O)OC.C(C(C(=O)O)O)(C(=O)O)O. Drug 2: C1C(C(OC1N2C=NC(=NC2=O)N)CO)O. Cell line: PC-3. Synergy scores: CSS=18.7, Synergy_ZIP=-4.38, Synergy_Bliss=-4.85, Synergy_Loewe=-1.59, Synergy_HSA=-1.25. (2) Drug 1: C1CCN(CC1)CCOC2=CC=C(C=C2)C(=O)C3=C(SC4=C3C=CC(=C4)O)C5=CC=C(C=C5)O. Drug 2: CS(=O)(=O)C1=CC(=C(C=C1)C(=O)NC2=CC(=C(C=C2)Cl)C3=CC=CC=N3)Cl. Cell line: NCI-H460. Synergy scores: CSS=3.39, Synergy_ZIP=2.11, Synergy_Bliss=7.01, Synergy_Loewe=4.07, Synergy_HSA=4.41. (3) Drug 1: CC1=C(C(CCC1)(C)C)C=CC(=CC=CC(=CC(=O)O)C)C. Drug 2: CC1CCC2CC(C(=CC=CC=CC(CC(C(=O)C(C(C(=CC(C(=O)CC(OC(=O)C3CCCCN3C(=O)C(=O)C1(O2)O)C(C)CC4CCC(C(C4)OC)OCCO)C)C)O)OC)C)C)C)OC. Cell line: UACC-257. Synergy scores: CSS=2.60, Synergy_ZIP=-1.44, Synergy_Bliss=-1.26, Synergy_Loewe=-4.33, Synergy_HSA=-4.06. (4) Cell line: SF-268. Synergy scores: CSS=6.45, Synergy_ZIP=4.25, Synergy_Bliss=12.9, Synergy_Loewe=4.24, Synergy_HSA=5.22. Drug 2: CCN(CC)CCNC(=O)C1=C(NC(=C1C)C=C2C3=C(C=CC(=C3)F)NC2=O)C. Drug 1: CN(C)C1=NC(=NC(=N1)N(C)C)N(C)C.